Dataset: Catalyst prediction with 721,799 reactions and 888 catalyst types from USPTO. Task: Predict which catalyst facilitates the given reaction. (1) Reactant: [N:1]1[CH:6]=[CH:5][C:4]([CH:7]([C:9]2[N:13](C(C3C=CC=CC=3)(C3C=CC=CC=3)C3C=CC=CC=3)[CH:12]=[N:11][CH:10]=2)O)=[CH:3][CH:2]=1.[CH3:33][CH:34](O)[CH3:35].[OH-].[Na+]. Product: [NH:13]1[C:9]([CH:7]([C:4]2[CH:3]=[CH:2][N:1]=[CH:6][CH:5]=2)[CH2:33][C:34]2[CH:35]=[CH:5][CH:4]=[CH:3][CH:2]=2)=[CH:10][N:11]=[CH:12]1. The catalyst class is: 22. (2) Reactant: I[C:2]1[N:3]=[C:4]([C:7]([CH3:10])([CH3:9])[CH3:8])[NH:5][CH:6]=1.[C:11]([O:15][C:16]([CH3:19])([CH3:18])[CH3:17])(=[O:14])[CH:12]=[CH2:13].C1(P(C2C=CC=CC=2)C2C=CC=CC=2)C=CC=CC=1.C(=O)([O-])[O-].[K+].[K+]. Product: [C:16]([O:15][C:11](=[O:14])[CH:12]=[CH:13][C:2]1[N:3]=[C:4]([C:7]([CH3:10])([CH3:9])[CH3:8])[NH:5][CH:6]=1)([CH3:19])([CH3:18])[CH3:17]. The catalyst class is: 826.